From a dataset of Full USPTO retrosynthesis dataset with 1.9M reactions from patents (1976-2016). Predict the reactants needed to synthesize the given product. (1) The reactants are: Br[C:2]1[CH:10]=[CH:9][C:5]([C:6]([NH2:8])=[O:7])=[C:4]([CH3:11])[CH:3]=1.[CH3:12][C:13]1([CH3:29])[C:17]([CH3:19])([CH3:18])[O:16][B:15]([B:15]2[O:16][C:17]([CH3:19])([CH3:18])[C:13]([CH3:29])([CH3:12])[O:14]2)[O:14]1.CC([O-])=O.[K+]. Given the product [CH3:11][C:4]1[CH:3]=[C:2]([B:15]2[O:16][C:17]([CH3:19])([CH3:18])[C:13]([CH3:29])([CH3:12])[O:14]2)[CH:10]=[CH:9][C:5]=1[C:6]([NH2:8])=[O:7], predict the reactants needed to synthesize it. (2) Given the product [C:12]([C:3]1[CH:4]=[C:5]([S:8]([NH2:11])(=[O:10])=[O:9])[CH:6]=[CH:7][C:2]=1[NH:27][C@H:18]([CH2:17][CH2:16][N:15]([CH3:14])[CH3:28])[CH2:19][S:20][C:21]1[CH:22]=[CH:23][CH:24]=[CH:25][CH:26]=1)#[N:13], predict the reactants needed to synthesize it. The reactants are: F[C:2]1[CH:7]=[CH:6][C:5]([S:8]([NH2:11])(=[O:10])=[O:9])=[CH:4][C:3]=1[C:12]#[N:13].[CH3:14][N:15]([CH3:28])[CH2:16][CH2:17][C@@H:18]([NH2:27])[CH2:19][S:20][C:21]1[CH:26]=[CH:25][CH:24]=[CH:23][CH:22]=1.CN(C)CC[C@@H](NC1C=CC(S(N)(=O)=O)=CC=1S(C(F)(F)F)(=O)=O)CSC1C=CC=CC=1.